The task is: Predict the reactants needed to synthesize the given product.. This data is from Full USPTO retrosynthesis dataset with 1.9M reactions from patents (1976-2016). (1) Given the product [CH:40]1([N:35]2[CH2:34][C:33]3([CH2:43][CH2:44][N:30]([S:27]([C:24]4[CH:23]=[CH:22][C:21]([C:9]5[CH:10]=[C:11]6[C:16](=[CH:17][CH:18]=5)[CH:15]=[N:14][CH:13]=[CH:12]6)=[CH:26][CH:25]=4)(=[O:28])=[O:29])[CH2:31][CH2:32]3)[O:38][CH2:37][C:36]2=[O:39])[CH2:41][CH2:42]1, predict the reactants needed to synthesize it. The reactants are: CC1(C)C(C)(C)OB([C:9]2[CH:10]=[C:11]3[C:16](=[CH:17][CH:18]=2)[CH:15]=[N:14][CH:13]=[CH:12]3)O1.Br[C:21]1[CH:26]=[CH:25][C:24]([S:27]([N:30]2[CH2:44][CH2:43][C:33]3([O:38][CH2:37][C:36](=[O:39])[N:35]([CH:40]4[CH2:42][CH2:41]4)[CH2:34]3)[CH2:32][CH2:31]2)(=[O:29])=[O:28])=[CH:23][CH:22]=1. (2) Given the product [CH:11]([CH2:4][C:3](=[CH2:5])[C:2]([OH:7])=[O:6])=[CH:12][C:13]1[CH:18]=[CH:17][CH:16]=[CH:15][CH:14]=1.[C:19]([OH:24])(=[O:23])[C:20]([CH3:22])=[CH2:21].[CH2:9]1[O:10][CH2:8]1, predict the reactants needed to synthesize it. The reactants are: [Na].[C:2]([OH:7])(=[O:6])[C:3]([CH3:5])=[CH2:4].[CH2:8]1[O:10][CH2:9]1.[CH2:11]=[CH:12][C:13]1[CH:18]=[CH:17][CH:16]=[CH:15][CH:14]=1.[C:19]([OH:24])(=[O:23])[C:20]([CH3:22])=[CH2:21].S(OOS([O-])(=O)=O)([O-])(=O)=O.[NH4+].[NH4+].